Dataset: Reaction yield outcomes from USPTO patents with 853,638 reactions. Task: Predict the reaction yield, written as a fraction of the theoretical maximum amount of product (1.0 means a 100% yield; for example, 0.34 means a 34% yield). (1) The yield is 0.890. The product is [CH3:16][O:15][C:12]1[CH:13]=[CH:14][C:9]([CH2:8][N:6]2[CH:7]=[C:26]([Si:27]([CH3:30])([CH3:29])[CH3:28])[C:25]3[C:24]4[C:19]([NH:18][C:4]=3[C:5]2=[O:17])=[N:20][CH:21]=[C:22]([CH3:31])[CH:23]=4)=[CH:10][CH:11]=1. The reactants are ClC1N=[C:4]([NH:18][C:19]2[C:24]([C:25]#[C:26][Si:27]([CH3:30])([CH3:29])[CH3:28])=[CH:23][C:22]([CH3:31])=[CH:21][N:20]=2)[C:5](=[O:17])[N:6]([CH2:8][C:9]2[CH:14]=[CH:13][C:12]([O:15][CH3:16])=[CH:11][CH:10]=2)[CH:7]=1.C1(C)C=CC=CC=1. The catalyst is C(OCC)(=O)C. (2) The reactants are Br[C:2]1[N:3]=[C:4]([NH:10][C:11]2[S:15][N:14]=[C:13]([CH3:16])[CH:12]=2)[C:5](=[O:9])[N:6]([CH3:8])[CH:7]=1.[C:17]([O:20][CH2:21][C:22]1[C:23]([N:37]2[CH2:48][CH2:47][N:46]3[C:39](=[CH:40][C:41]4[CH2:42][C:43]([CH3:50])([CH3:49])[CH2:44][C:45]=43)[C:38]2=[O:51])=[N:24][CH:25]=[CH:26][C:27]=1B1OC(C)(C)C(C)(C)O1)(=[O:19])[CH3:18].[O-]P([O-])([O-])=O.[K+].[K+].[K+].O.O.O.C([O-])(=O)C.[Na+]. The catalyst is C1C=CC(P(C2C=CC=CC=2)[C-]2C=CC=C2)=CC=1.C1C=CC(P(C2C=CC=CC=2)[C-]2C=CC=C2)=CC=1.Cl[Pd]Cl.[Fe+2].O.C(#N)C. The product is [C:17]([O:20][CH2:21][C:22]1[C:23]([N:37]2[CH2:48][CH2:47][N:46]3[C:39](=[CH:40][C:41]4[CH2:42][C:43]([CH3:50])([CH3:49])[CH2:44][C:45]=43)[C:38]2=[O:51])=[N:24][CH:25]=[CH:26][C:27]=1[C:2]1[N:3]=[C:4]([NH:10][C:11]2[S:15][N:14]=[C:13]([CH3:16])[CH:12]=2)[C:5](=[O:9])[N:6]([CH3:8])[CH:7]=1)(=[O:19])[CH3:18]. The yield is 0.700. (3) The reactants are CN1CCCC1=O.C(N(C(C)C)CC)(C)C.[OH:17][C:18]1[CH:23]=[CH:22][C:21]([NH:24][C:25]([NH:27][C:28]2[CH:33]=[CH:32][C:31]([O:34][CH3:35])=[CH:30][CH:29]=2)=[O:26])=[CH:20][CH:19]=1.Cl[C:37]1[C:46]2[C:41](=[CH:42][C:43]([O:49][CH2:50][C:51]3[CH:56]=[CH:55][CH:54]=[CH:53][CH:52]=3)=[C:44]([C:47]#[N:48])[CH:45]=2)[N:40]=[CH:39][CH:38]=1. The catalyst is C(OCC)(=O)C.O1CCCC1. The product is [C:47]([C:44]1[CH:45]=[C:46]2[C:41](=[CH:42][C:43]=1[O:49][CH2:50][C:51]1[CH:56]=[CH:55][CH:54]=[CH:53][CH:52]=1)[N:40]=[CH:39][CH:38]=[C:37]2[O:17][C:18]1[CH:23]=[CH:22][C:21]([NH:24][C:25]([NH:27][C:28]2[CH:33]=[CH:32][C:31]([O:34][CH3:35])=[CH:30][CH:29]=2)=[O:26])=[CH:20][CH:19]=1)#[N:48]. The yield is 0.435. (4) The reactants are [OH:1][C@@H:2]([C:23]1[CH:28]=[CH:27][CH:26]=[CH:25][CH:24]=1)[CH2:3][CH2:4][N:5]1[CH2:10][CH2:9][CH:8]([C:11]2[CH:12]=[C:13]([NH:17][C:18](=[O:22])[CH:19]([CH3:21])[CH3:20])[CH:14]=[CH:15][CH:16]=2)[CH2:7][CH2:6]1.[F:29][C:30]([F:39])([F:38])[C:31]1[CH:36]=[CH:35][C:34](O)=[CH:33][CH:32]=1.C1(P(C2C=CC=CC=2)C2C=CC=CC=2)C=CC=CC=1.N(C(OCC)=O)=NC(OCC)=O.N. The catalyst is C1COCC1.C(Cl)(Cl)Cl. The product is [CH3:20][CH:19]([CH3:21])[C:18]([NH:17][C:13]1[CH:14]=[CH:15][CH:16]=[C:11]([CH:8]2[CH2:9][CH2:10][N:5]([CH2:4][CH2:3][C@@H:2]([C:23]3[CH:24]=[CH:25][CH:26]=[CH:27][CH:28]=3)[O:1][C:34]3[CH:35]=[CH:36][C:31]([C:30]([F:39])([F:38])[F:29])=[CH:32][CH:33]=3)[CH2:6][CH2:7]2)[CH:12]=1)=[O:22]. The yield is 0.389. (5) The reactants are [N:1]1C=CC=[CH:3][CH:2]=1.C(CC(O)=O)#N.[CH3:13][O:14][C:15]1[CH:22]=[CH:21][CH:20]=[C:19]([O:23][CH3:24])[C:16]=1[CH:17]=O. The catalyst is C1(C)C=CC=CC=1.C([O-])(=O)C.[NH4+]. The product is [CH3:13][O:14][C:15]1[CH:22]=[CH:21][CH:20]=[C:19]([O:23][CH3:24])[C:16]=1/[CH:17]=[CH:3]/[C:2]#[N:1]. The yield is 0.890.